Dataset: Full USPTO retrosynthesis dataset with 1.9M reactions from patents (1976-2016). Task: Predict the reactants needed to synthesize the given product. (1) Given the product [Cl:1][C:2]1[S:3][C:4]([S:8]([NH:31][C@@H:29]2[CH2:30][C@H:28]2[C:22]2[CH:27]=[CH:26][CH:25]=[CH:24][CH:23]=2)(=[O:10])=[O:9])=[C:5]([CH3:7])[N:6]=1, predict the reactants needed to synthesize it. The reactants are: [Cl:1][C:2]1[S:3][C:4]([S:8](Cl)(=[O:10])=[O:9])=[C:5]([CH3:7])[N:6]=1.C(N(C(C)C)CC)(C)C.Cl.[C:22]1([C@@H:28]2[CH2:30][C@H:29]2[NH2:31])[CH:27]=[CH:26][CH:25]=[CH:24][CH:23]=1. (2) Given the product [F:9][C:4]([F:10])([S:5]([OH:13])(=[O:7])=[O:6])[C:3]([O-:2])=[O:11].[Li+:12], predict the reactants needed to synthesize it. The reactants are: C[O:2][C:3](=[O:11])[C:4]([F:10])([F:9])[S:5](F)(=[O:7])=[O:6].[Li+:12].[OH-:13]. (3) Given the product [N:7]1[C:3]2[C:4](=[CH:5][CH:6]=[N:1][C:2]=2[NH2:8])[CH:13]=[CH:11][CH:10]=1, predict the reactants needed to synthesize it. The reactants are: [N:1]1[CH:6]=[CH:5][CH:4]=[C:3]([NH2:7])[C:2]=1[NH2:8].O[CH2:10][CH:11]([CH2:13]O)O.[N+](C1C=C(S([O-])(=O)=O)C=CC=1)([O-])=O.[Na+].S(=O)(=O)(O)O.[OH-].[Na+]. (4) Given the product [Cl:1][C:2]1[S:6][C:5]([C:7]([NH:9][N:10]=[C:11]2[N:12]([C:13]3[CH:14]=[CH:15][CH:16]=[CH:17][CH:18]=3)[CH2:21][CH2:20][S:19]2)=[O:8])=[CH:4][CH:3]=1, predict the reactants needed to synthesize it. The reactants are: [Cl:1][C:2]1[S:6][C:5]([C:7]([NH:9][NH:10][C:11](=[S:19])[NH:12][C:13]2[CH:18]=[CH:17][CH:16]=[CH:15][CH:14]=2)=[O:8])=[CH:4][CH:3]=1.[C:20]([O-])(=O)[CH3:21].[Na+].BrCCBr.